Dataset: Full USPTO retrosynthesis dataset with 1.9M reactions from patents (1976-2016). Task: Predict the reactants needed to synthesize the given product. (1) Given the product [CH3:39][O:38][N:37]([CH3:36])[C:20](=[O:21])[CH2:19][CH2:18][CH:17]1[CH2:16][C:15]2[C:10](=[CH:11][CH:12]=[CH:13][CH:14]=2)[CH2:9][N:8]1[C:6]([O:5][C:1]([CH3:4])([CH3:2])[CH3:3])=[O:7], predict the reactants needed to synthesize it. The reactants are: [C:1]([O:5][C:6]([N:8]1[CH:17]([CH2:18][CH2:19][C:20](O)=[O:21])[CH2:16][C:15]2[C:10](=[CH:11][CH:12]=[CH:13][CH:14]=2)[CH2:9]1)=[O:7])([CH3:4])([CH3:3])[CH3:2].C1N=CN(C(N2C=NC=C2)=O)C=1.Cl.[CH3:36][NH:37][O:38][CH3:39]. (2) The reactants are: [CH:1]([C:4]1[N:5]=[C:6]([C:9]2[CH:18]=[C:17]([O:19][CH2:20][CH2:21][C@@H:22]3[NH:36][C:35](=[O:37])[N:34]([CH3:38])[CH2:33][CH2:32][CH2:31][CH2:30][CH:29]=[CH:28][C@H:27]4[C@@:25]([C:39](O)=[O:40])([CH2:26]4)[NH:24][C:23]3=[O:42])[C:16]3[C:11](=[C:12]([Cl:45])[C:13]([O:43][CH3:44])=[CH:14][CH:15]=3)[N:10]=2)[S:7][CH:8]=1)([CH3:3])[CH3:2].[CH:46]1([CH2:49][C:50]2([S:53]([NH-:56])(=[O:55])=[O:54])[CH2:52][CH2:51]2)[CH2:48][CH2:47]1. Given the product [CH:1]([C:4]1[N:5]=[C:6]([C:9]2[CH:18]=[C:17]([O:19][CH2:20][CH2:21][C@@H:22]3[NH:36][C:35](=[O:37])[N:34]([CH3:38])[CH2:33][CH2:32][CH2:31][CH2:30][CH:29]=[CH:28][C@H:27]4[C@@:25]([C:39]([NH:56][S:53]([C:50]5([CH2:49][CH:46]6[CH2:47][CH2:48]6)[CH2:51][CH2:52]5)(=[O:54])=[O:55])=[O:40])([CH2:26]4)[NH:24][C:23]3=[O:42])[C:16]3[C:11](=[C:12]([Cl:45])[C:13]([O:43][CH3:44])=[CH:14][CH:15]=3)[N:10]=2)[S:7][CH:8]=1)([CH3:3])[CH3:2], predict the reactants needed to synthesize it. (3) Given the product [CH3:1][N:2]1[C:11]2[C:6](=[CH:7][N:8]=[C:9]([CH3:12])[CH:10]=2)[CH:5]=[C:4]([C:13]2[CH:14]=[C:15]([CH:20]=[CH:21][C:22]=2[CH3:23])[C:16]([OH:18])=[O:17])[C:3]1=[O:24], predict the reactants needed to synthesize it. The reactants are: [CH3:1][N:2]1[C:11]2[C:6](=[CH:7][N:8]=[C:9]([CH3:12])[CH:10]=2)[CH:5]=[C:4]([C:13]2[CH:14]=[C:15]([CH:20]=[CH:21][C:22]=2[CH3:23])[C:16]([O:18]C)=[O:17])[C:3]1=[O:24].[OH-].[Na+]. (4) Given the product [CH3:1][S:2]([O-:5])(=[O:4])=[O:3].[CH3:50][N+:14]1([CH2:13][O:12][C:10]([O:9][C@@H:6]([C:7]2[CH:71]=[CH:72][CH:67]=[CH:68][CH:69]=2)[CH3:8])=[O:11])[CH2:19][CH2:18][N:17]([CH2:20][C:21]2[CH:22]=[CH:23][C:24]([C:27](=[O:49])[NH:28][C:29]3[CH:34]=[CH:33][C:32]([CH3:35])=[C:31]([NH:36][C:37]4[N:42]=[C:41]([C:43]5[CH:44]=[N:45][CH:46]=[CH:47][CH:48]=5)[CH:40]=[CH:39][N:38]=4)[CH:30]=3)=[CH:25][CH:26]=2)[CH2:16][CH2:15]1, predict the reactants needed to synthesize it. The reactants are: [CH3:1][S:2]([O-:5])(=[O:4])=[O:3].[CH:6]([O:9][C:10]([O:12][CH2:13][N+:14]1([CH3:50])[CH2:19][CH2:18][N:17]([CH2:20][C:21]2[CH:26]=[CH:25][C:24]([C:27](=[O:49])[NH:28][C:29]3[CH:34]=[CH:33][C:32]([CH3:35])=[C:31]([NH:36][C:37]4[N:42]=[C:41]([C:43]5[CH:44]=[N:45][CH:46]=[CH:47][CH:48]=5)[CH:40]=[CH:39][N:38]=4)[CH:30]=3)=[CH:23][CH:22]=2)[CH2:16][CH2:15]1)=[O:11])([CH3:8])[CH3:7].[I-].C(OC(OC[N+]1(C)CCN(C[C:67]2[CH:72]=[CH:71]C(C(=O)N[C:67]3[CH:72]=[CH:71]C(C)=[C:69](NC4N=C([C:68]5[CH:69]=N[CH:71]=[CH:72][CH:67]=5)C=CN=4)[CH:68]=3)=[CH:69][CH:68]=2)CC1)=O)(C)C. (5) Given the product [Br:36][CH:2]([C:4]1[CH:9]=[CH:8][CH:7]=[CH:6][N:5]=1)[CH3:3], predict the reactants needed to synthesize it. The reactants are: O[CH:2]([C:4]1[CH:9]=[CH:8][CH:7]=[CH:6][N:5]=1)[CH3:3].C1(P(C2C=CC=CC=2)C2C=CC=CC=2)C=CC=CC=1.C1C(=O)N([Br:36])C(=O)C1.